Task: Predict the reactants needed to synthesize the given product.. Dataset: Full USPTO retrosynthesis dataset with 1.9M reactions from patents (1976-2016) (1) Given the product [NH2:62][C@H:63]([C:67]([O:1][C@H:2]1[C:10]2[C:5](=[CH:6][CH:7]=[CH:8][CH:9]=2)[CH2:4][C@:3]1([CH2:20][C:21]1[CH:29]=[CH:28][C:24]([C:25]([OH:27])=[O:26])=[CH:23][CH:22]=1)[C:11]1[CH2:12][C:13]2[C:18]([CH:19]=1)=[CH:17][CH:16]=[CH:15][CH:14]=2)=[O:68])[CH:64]([CH3:66])[CH3:65], predict the reactants needed to synthesize it. The reactants are: [OH:1][C@H:2]1[C:10]2[C:5](=[CH:6][CH:7]=[CH:8][CH:9]=2)[CH2:4][C@:3]1([CH2:20][C:21]1[CH:29]=[CH:28][C:24]([C:25]([OH:27])=[O:26])=[CH:23][CH:22]=1)[C:11]1[CH2:12][C:13]2[C:18]([CH:19]=1)=[CH:17][CH:16]=[CH:15][CH:14]=2.C1CCC(N=C=NC2CCCCC2)CC1.C1C2C(COC([NH:62][C@H:63]([C:67](O)=[O:68])[CH:64]([CH3:66])[CH3:65])=O)C3C(=CC=CC=3)C=2C=CC=1. (2) The reactants are: [O:1]1[C:5]2[C:6]([OH:10])=[CH:7][CH:8]=[CH:9][C:4]=2[CH:3]=[CH:2]1. Given the product [O:1]1[C:5]2[C:6]([OH:10])=[CH:7][CH:8]=[CH:9][C:4]=2[CH2:3][CH2:2]1, predict the reactants needed to synthesize it. (3) Given the product [Br:8][C:9]1[CH:14]=[CH:13][C:12]([CH2:15][CH2:16][NH2:17])=[C:11]([Cl:20])[CH:10]=1, predict the reactants needed to synthesize it. The reactants are: [Li+].[BH4-].Cl[Si](C)(C)C.[Br:8][C:9]1[CH:14]=[CH:13][C:12]([CH:15]=[CH:16][N+:17]([O-])=O)=[C:11]([Cl:20])[CH:10]=1. (4) Given the product [Cl:7][C:8]1[CH:9]=[CH:10][C:11]([C:14]2[O:22][C:21]3[CH:20]=[CH:19][N:18]([C:23]4[CH:28]=[CH:27][C:26]([O:29][CH2:34][CH:35]5[CH2:39][CH2:38][CH2:37][O:36]5)=[C:25]([O:30][CH3:31])[CH:24]=4)[C:17](=[O:32])[C:16]=3[CH:15]=2)=[CH:12][CH:13]=1, predict the reactants needed to synthesize it. The reactants are: C(=O)([O-])[O-].[K+].[K+].[Cl:7][C:8]1[CH:13]=[CH:12][C:11]([C:14]2[O:22][C:21]3[CH:20]=[CH:19][N:18]([C:23]4[CH:28]=[CH:27][C:26]([OH:29])=[C:25]([O:30][CH3:31])[CH:24]=4)[C:17](=[O:32])[C:16]=3[CH:15]=2)=[CH:10][CH:9]=1.Cl[CH2:34][CH:35]1[CH2:39][CH2:38][CH2:37][O:36]1. (5) Given the product [Cl:20][C:6]1[CH:5]=[N:4][CH:3]=[C:2]([Cl:1])[C:7]=1[S:8][C:9]1[S:13][C:12]([C:14]([NH:26][CH2:25][C:24]2[CH:27]=[CH:28][CH:29]=[CH:30][C:23]=2[O:22][CH3:21])=[O:16])=[CH:11][C:10]=1[N+:17]([O-:19])=[O:18], predict the reactants needed to synthesize it. The reactants are: [Cl:1][C:2]1[CH:3]=[N:4][CH:5]=[C:6]([Cl:20])[C:7]=1[S:8][C:9]1[S:13][C:12]([C:14]([OH:16])=O)=[CH:11][C:10]=1[N+:17]([O-:19])=[O:18].[CH3:21][O:22][C:23]1[CH:30]=[CH:29][CH:28]=[CH:27][C:24]=1[CH2:25][NH2:26].